From a dataset of Forward reaction prediction with 1.9M reactions from USPTO patents (1976-2016). Predict the product of the given reaction. (1) Given the reactants [F:1][C:2]1[CH:3]=[C:4]([S:8]([C:11]2[CH:20]=[C:19]3[C:14]([CH:15]([CH2:21][N:22]=[C:23]=O)[CH2:16][CH2:17][O:18]3)=[CH:13][CH:12]=2)(=[O:10])=[O:9])[CH:5]=[CH:6][CH:7]=1.[H-].[H-].[H-].[H-].[Li+].[Al+3], predict the reaction product. The product is: [F:1][C:2]1[CH:3]=[C:4]([S:8]([C:11]2[CH:20]=[C:19]3[C:14]([CH:15]([CH2:21][NH:22][CH3:23])[CH2:16][CH2:17][O:18]3)=[CH:13][CH:12]=2)(=[O:10])=[O:9])[CH:5]=[CH:6][CH:7]=1. (2) Given the reactants [F:1][C:2]1[CH:23]=[CH:22][CH:21]=[C:20]([F:24])[C:3]=1[CH2:4][O:5][C:6]1[C:7]2[N:8]([C:13]([C:17]([OH:19])=O)=[C:14]([CH3:16])[N:15]=2)[CH:9]=[C:10]([CH3:12])[CH:11]=1.F[B-](F)(F)F.N1(O[C+](N(C)C)N(C)C)C2C=C[CH:37]=[CH:38][C:33]=2N=N1.[CH3:47]N1CCOCC1.Cl.C([N:59]([CH:63]1[CH2:67][CH2:66][CH:65]([NH2:68])[CH2:64]1)[C:60](=[O:62])[OH:61])(C)(C)C, predict the reaction product. The product is: [F:24][C:20]1[CH:21]=[CH:22][CH:23]=[C:2]([F:1])[C:3]=1[CH2:4][O:5][C:6]1[C:7]2[N:8]([C:13]([C:17]([NH:68][CH:65]3[CH2:66][CH2:67][CH:63]([NH:59][C:60](=[O:62])[O:61][C:38]([CH3:37])([CH3:33])[CH3:47])[CH2:64]3)=[O:19])=[C:14]([CH3:16])[N:15]=2)[CH:9]=[C:10]([CH3:12])[CH:11]=1. (3) Given the reactants [S:1](=[N:4][C:5]([NH2:7])=[O:6])(=[O:3])=[O:2].C(OC(=O)[N:14]([C:16]1[CH:17]=[C:18]2[C:23](=[CH:24][C:25]=1[F:26])[C:22](=[O:27])[N:21]([C:28]1[CH:33]=[CH:32][C:31](N)=[CH:30][CH:29]=1)[CH:20]=[CH:19]2)C)(C)(C)C.[F:36][CH:37]([F:47])[C:38]1[CH:39]=[C:40](S(N)(=O)=O)[S:41][CH:42]=1, predict the reaction product. The product is: [NH2:14][C:16]1[CH:17]=[C:18]2[C:23](=[CH:24][C:25]=1[F:26])[C:22](=[O:27])[N:21]([C:28]1[CH:29]=[CH:30][C:31]([NH:7][C:5]([NH:4][S:1]([C:40]3[S:41][CH:42]=[C:38]([CH:37]([F:47])[F:36])[CH:39]=3)(=[O:3])=[O:2])=[O:6])=[CH:32][CH:33]=1)[CH:20]=[CH:19]2.